Task: Predict the reactants needed to synthesize the given product.. Dataset: Full USPTO retrosynthesis dataset with 1.9M reactions from patents (1976-2016) (1) Given the product [Cl:31][C:5]1[C:4]2[C:8](=[C:9]([CH3:11])[CH:10]=[C:2]([CH3:1])[C:3]=2[CH2:12][C:13]2[NH:17][C:16]3[CH:18]=[CH:19][C:20]([C:22]#[N:23])=[CH:21][C:15]=3[N:14]=2)[NH:7][CH:6]=1, predict the reactants needed to synthesize it. The reactants are: [CH3:1][C:2]1[C:3]([CH2:12][C:13]2[NH:17][C:16]3[CH:18]=[CH:19][C:20]([C:22]#[N:23])=[CH:21][C:15]=3[N:14]=2)=[C:4]2[C:8](=[C:9]([CH3:11])[CH:10]=1)[NH:7][CH:6]=[CH:5]2.C1C(=O)N([Cl:31])C(=O)C1. (2) Given the product [CH3:18][C:17]1([CH3:19])[CH2:16][C:15]2[C:10](=[CH:11][CH:12]=[C:13]([C:20]([OH:22])=[O:21])[CH:14]=2)[NH:9][CH:8]1[C:4]1[CH:5]=[CH:6][CH:7]=[C:2]([N:25]2[CH2:26][CH2:27][O:23][C:24]2=[O:28])[CH:3]=1, predict the reactants needed to synthesize it. The reactants are: Br[C:2]1[CH:3]=[C:4]([CH:8]2[C:17]([CH3:19])([CH3:18])[CH2:16][C:15]3[C:10](=[CH:11][CH:12]=[C:13]([C:20]([OH:22])=[O:21])[CH:14]=3)[NH:9]2)[CH:5]=[CH:6][CH:7]=1.[O:23]1[CH2:27][CH2:26][NH:25][C:24]1=[O:28].Cl.CN(C)CC(O)=O.C(=O)([O-])[O-].[K+].[K+]. (3) Given the product [CH3:1][O:2][C:3]1[C:4]([O:9][CH2:10][C:11]#[C:12][C:14]2[CH:15]=[C:16]([CH2:20][C:21]#[N:22])[CH:17]=[CH:18][CH:19]=2)=[N:5][CH:6]=[N:7][CH:8]=1, predict the reactants needed to synthesize it. The reactants are: [CH3:1][O:2][C:3]1[C:4]([O:9][CH2:10][C:11]#[CH:12])=[N:5][CH:6]=[N:7][CH:8]=1.I[C:14]1[CH:15]=[C:16]([CH2:20][C:21]#[N:22])[CH:17]=[CH:18][CH:19]=1.N1CCCCC1.[Cl-].[NH4+]. (4) Given the product [O:1]1[CH2:6][CH2:5][CH2:4][CH2:3][CH:2]1[O:7][C:8]1[CH:13]=[CH:12][C:11]([N:14]2[CH2:15][CH2:16][N:17]([C:26]3[CH:25]=[CH:24][C:23]([O:22][C:21]([F:20])([F:30])[F:31])=[CH:28][CH:27]=3)[CH2:18][CH2:19]2)=[CH:10][CH:9]=1, predict the reactants needed to synthesize it. The reactants are: [O:1]1[CH2:6][CH2:5][CH2:4][CH2:3][CH:2]1[O:7][C:8]1[CH:13]=[CH:12][C:11]([N:14]2[CH2:19][CH2:18][NH:17][CH2:16][CH2:15]2)=[CH:10][CH:9]=1.[F:20][C:21]([F:31])([F:30])[O:22][C:23]1[CH:28]=[CH:27][C:26](Br)=[CH:25][CH:24]=1.CC(C)([O-])C.[Na+].C(OCC)(=O)C. (5) Given the product [Br:1][C:2]1[C:3]([F:16])=[C:4]2[C:5]([CH:17]=[CH:18][C:19]([CH3:20])=[N:23]2)=[CH:6][CH:7]=1, predict the reactants needed to synthesize it. The reactants are: [Br:1][C:2]1[C:3]([F:16])=[C:4](NC(=O)OC(C)(C)C)[CH:5]=[CH:6][CH:7]=1.[CH:17](=O)/[CH:18]=[CH:19]/[CH3:20].[OH-].[NH4+:23].